From a dataset of Catalyst prediction with 721,799 reactions and 888 catalyst types from USPTO. Predict which catalyst facilitates the given reaction. (1) Product: [Cl:13][C:14]1[CH:19]=[CH:18][C:17]([C:20]2[CH:21]=[CH:22][C:23]([C:26]#[C:27][C:28]3[CH:29]=[C:30]4[C:35](=[CH:36][CH:37]=3)[N:34]([S:9]([CH3:8])(=[O:11])=[O:10])[CH:2]([CH2:1][N:3]3[CH2:6][CH2:7][CH2:5][CH2:4]3)[CH2:32][CH2:31]4)=[N:24][CH:25]=2)=[CH:16][CH:15]=1. The catalyst class is: 2. Reactant: [CH2:1]([N:3]([CH2:6][CH3:7])[CH2:4][CH3:5])[CH3:2].[CH3:8][S:9](Cl)(=[O:11])=[O:10].[Cl:13][C:14]1[CH:19]=[CH:18][C:17]([C:20]2[CH:21]=[CH:22][C:23]([C:26]#[C:27][C:28]3[CH:29]=[C:30]4[C:35](=[CH:36][CH:37]=3)[N:34](C)C(N3CCCC3)[CH2:32][CH2:31]4)=[N:24][CH:25]=2)=[CH:16][CH:15]=1. (2) Reactant: [Cl:1][CH2:2][C:3]([NH:5][C:6]1[C:15]([Cl:16])=[CH:14][CH:13]=[C:12]2[C:7]=1[CH:8]=[CH:9][C:10]([N:17]1[CH2:21][CH2:20][C@@H:19]([O:22][Si](C(C)(C)C)(C)C)[CH2:18]1)=[N:11]2)=[O:4].[Cl:30][C:31]1[CH:32]=[C:33]([CH:35]=[CH:36][CH:37]=1)[NH2:34].Cl. Product: [ClH:1].[Cl:16][C:15]1[C:6]([NH:5][C:3](=[O:4])[CH2:2][NH:34][C:33]2[CH:35]=[CH:36][CH:37]=[C:31]([Cl:30])[CH:32]=2)=[C:7]2[C:12](=[CH:13][CH:14]=1)[N:11]=[C:10]([N:17]1[CH2:21][CH2:20][C@@H:19]([OH:22])[CH2:18]1)[CH:9]=[CH:8]2. The catalyst class is: 4.